Dataset: Catalyst prediction with 721,799 reactions and 888 catalyst types from USPTO. Task: Predict which catalyst facilitates the given reaction. (1) Reactant: [CH3:1][O:2][C:3]1[CH:4]=[C:5]([CH2:11][C:12]#[N:13])[CH:6]=[CH:7][C:8]=1[O:9][CH3:10].[C:14](OCC)(=[O:17])[CH2:15][CH3:16].[O-]CC.[Na+]. Product: [CH3:1][O:2][C:3]1[CH:4]=[C:5]([CH:11]([C:14](=[O:17])[CH2:15][CH3:16])[C:12]#[N:13])[CH:6]=[CH:7][C:8]=1[O:9][CH3:10]. The catalyst class is: 8. (2) Reactant: [CH3:1][O:2][C:3]1[CH:4]=[C:5]([C:11]2[N:16]=[N:15][C:14]([NH2:17])=[CH:13][CH:12]=2)[CH:6]=[CH:7][C:8]=1[O:9][CH3:10].Cl[CH2:19][C:20](=O)[CH3:21].CCN(CC)CC. Product: [CH3:1][O:2][C:3]1[CH:4]=[C:5]([C:11]2[CH:12]=[CH:13][C:14]3[N:15]([CH:19]=[C:20]([CH3:21])[N:17]=3)[N:16]=2)[CH:6]=[CH:7][C:8]=1[O:9][CH3:10]. The catalyst class is: 8. (3) Reactant: [H-].[Na+].C(OP([CH2:11][C:12]([O:14][CH2:15][CH3:16])=[O:13])(OCC)=O)C.[CH2:17]([C@H:19]1[C@@H:23]([C:24]2[N:28]3[C:29]4[CH:35]=[CH:34][N:33]([S:36]([C:39]5[CH:45]=[CH:44][C:42]([CH3:43])=[CH:41][CH:40]=5)(=[O:38])=[O:37])[C:30]=4[N:31]=[CH:32][C:27]3=[N:26][N:25]=2)[CH2:22][C:21](=O)[CH2:20]1)[CH3:18].C([O-])(O)=O.[Na+]. Product: [CH2:17]([C@H:19]1[C@@H:23]([C:24]2[N:28]3[C:29]4[CH:35]=[CH:34][N:33]([S:36]([C:39]5[CH:40]=[CH:41][C:42]([CH3:43])=[CH:44][CH:45]=5)(=[O:37])=[O:38])[C:30]=4[N:31]=[CH:32][C:27]3=[N:26][N:25]=2)[CH2:22]/[C:21](=[CH:11]/[C:12]([O:14][CH2:15][CH3:16])=[O:13])/[CH2:20]1)[CH3:18]. The catalyst class is: 49. (4) Reactant: [C:1](Cl)(=O)[C:2]([Cl:4])=[O:3].[CH3:7][O:8][C:9]1[CH:18]=[C:17]2[C:12]([CH2:13]C(C(O)=O)[S:15][CH2:16]2)=[CH:11][CH:10]=1.CN(C=O)C. Product: [CH3:7][O:8][C:9]1[CH:18]=[C:17]2[C:12]([CH2:13][CH:1]([C:2]([Cl:4])=[O:3])[S:15][CH2:16]2)=[CH:11][CH:10]=1. The catalyst class is: 2. (5) Reactant: [CH3:1][C:2]([C:35]([OH:37])=[O:36])([C:4]1[CH:5]=[CH:6][C:7]([CH:10]([OH:34])[CH2:11][CH2:12][CH2:13][N:14]2[CH2:19][CH2:18][CH:17]([C:20]([OH:33])([C:27]3[CH:28]=[CH:29][CH:30]=[CH:31][CH:32]=3)[C:21]3[CH:22]=[CH:23][CH:24]=[CH:25][CH:26]=3)[CH2:16][CH2:15]2)=[CH:8][CH:9]=1)[CH3:3].[ClH:38]. Product: [CH3:3][C:2]([C:35]([OH:37])=[O:36])([C:4]1[CH:9]=[CH:8][C:7]([CH:10]([OH:34])[CH2:11][CH2:12][CH2:13][N:14]2[CH2:15][CH2:16][CH:17]([C:20]([OH:33])([C:21]3[CH:26]=[CH:25][CH:24]=[CH:23][CH:22]=3)[C:27]3[CH:28]=[CH:29][CH:30]=[CH:31][CH:32]=3)[CH2:18][CH2:19]2)=[CH:6][CH:5]=1)[CH3:1].[ClH:38]. The catalyst class is: 115. (6) The catalyst class is: 1. Reactant: [Br:1][C:2]1[CH:10]=[CH:9][C:5]([C:6](O)=[O:7])=[C:4]([OH:11])[CH:3]=1.CSC. Product: [Br:1][C:2]1[CH:10]=[CH:9][C:5]([CH2:6][OH:7])=[C:4]([OH:11])[CH:3]=1.